From a dataset of Forward reaction prediction with 1.9M reactions from USPTO patents (1976-2016). Predict the product of the given reaction. (1) Given the reactants [Cl:1][C:2]1[CH:7]=[C:6]([N+:8]([O-])=O)[CH:5]=[C:4]([F:11])[C:3]=1F.[S:13]1[C:17]2=[CH:18][CH:19]=[CH:20][C:21]([OH:22])=[C:16]2[CH:15]=[N:14]1.C(=O)([O-])[O-].[K+].[K+].O, predict the reaction product. The product is: [S:13]1[C:17]2[CH:18]=[CH:19][CH:20]=[C:21]([O:22][C:3]3[C:4]([F:11])=[CH:5][C:6]([NH2:8])=[CH:7][C:2]=3[Cl:1])[C:16]=2[CH:15]=[N:14]1. (2) Given the reactants [NH2:1][C:2]12[C:20](=[O:21])[C:19]3[C:14](=[CH:15][CH:16]=[CH:17][CH:18]=3)[C:3]1([OH:22])[O:4][C:5]1[CH:10]=[C:9]([CH:11]([CH3:13])[CH3:12])[CH:8]=[CH:7][C:6]=12.N1C=CC=CC=1.[C:29](O)(=[O:33])[C:30]([CH3:32])=[O:31].O=P(Cl)(Cl)Cl, predict the reaction product. The product is: [OH:22][C:3]12[C:14]3[C:19](=[CH:18][CH:17]=[CH:16][CH:15]=3)[C:20](=[O:21])[C:2]1([NH:1][C:29](=[O:33])[C:30](=[O:31])[CH3:32])[C:6]1[CH:7]=[CH:8][C:9]([CH:11]([CH3:13])[CH3:12])=[CH:10][C:5]=1[O:4]2.